This data is from Full USPTO retrosynthesis dataset with 1.9M reactions from patents (1976-2016). The task is: Predict the reactants needed to synthesize the given product. (1) Given the product [OH:8][C@H:9]([C:23]1[CH:24]=[C:25]2[C:30](=[CH:31][CH:32]=1)[NH:29][C:28](=[O:33])[CH2:27][CH2:26]2)[CH2:10][N:11]1[CH2:16][CH2:15][C@@H:14]([C:17]2[S:18][CH:19]=[CH:20][CH:21]=2)[C@H:13]([OH:22])[CH2:12]1, predict the reactants needed to synthesize it. The reactants are: [Si]([O:8][C@H:9]([C:23]1[CH:24]=[C:25]2[C:30](=[CH:31][CH:32]=1)[NH:29][C:28](=[O:33])[CH2:27][CH2:26]2)[CH2:10][N:11]1[CH2:16][CH2:15][C@@H:14]([C:17]2[S:18][CH:19]=[CH:20][CH:21]=2)[C@H:13]([OH:22])[CH2:12]1)(C(C)(C)C)(C)C.CCCC[N+](CCCC)(CCCC)CCCC.[F-]. (2) Given the product [CH3:3][CH:2]([C:4]1[N:8]([CH2:9][CH2:10][C@@H:11]([OH:19])[CH2:12][C@@H:13]([OH:18])[CH2:14][C:15]([OH:17])=[O:16])[C:7]([C:20]2[CH:25]=[CH:24][C:23]([F:26])=[CH:22][CH:21]=2)=[C:6]([C:27]2[CH:32]=[CH:31][CH:30]=[CH:29][CH:28]=2)[C:5]=1[C:33]([NH:35][C:36]1[CH:41]=[CH:40][CH:39]=[CH:38][CH:37]=1)=[O:34])[CH3:1], predict the reactants needed to synthesize it. The reactants are: [CH3:1][CH:2]([C:4]1[N:8]([CH2:9][CH2:10][C@@H:11]([OH:19])[CH2:12][C@@H:13]([OH:18])[CH2:14][C:15]([O-:17])=[O:16])[C:7]([C:20]2[CH:21]=[CH:22][C:23]([F:26])=[CH:24][CH:25]=2)=[C:6]([C:27]2[CH:28]=[CH:29][CH:30]=[CH:31][CH:32]=2)[C:5]=1[C:33]([NH:35][C:36]1[CH:37]=[CH:38][CH:39]=[CH:40][CH:41]=1)=[O:34])[CH3:3].[CH3:3][CH:2]([C:4]1[N:8]([CH2:9][CH2:10][C@@H:11]([OH:19])[CH2:12][C@@H:13]([OH:18])[CH2:14][C:15]([O-:17])=[O:16])[C:7]([C:20]2[CH:25]=[CH:24][C:23]([F:26])=[CH:22][CH:21]=2)=[C:6]([C:27]2[CH:32]=[CH:31][CH:30]=[CH:29][CH:28]=2)[C:5]=1[C:33]([NH:35][C:36]1[CH:41]=[CH:40][CH:39]=[CH:38][CH:37]=1)=[O:34])[CH3:1].[Ca+2].O. (3) Given the product [NH2:15][C:12]1[CH:13]=[CH:14][C:9]([O:8][CH2:7][C:4]2([OH:6])[CH2:5][C:2]([F:20])([F:1])[CH2:3]2)=[C:10]([O:18][CH3:19])[CH:11]=1, predict the reactants needed to synthesize it. The reactants are: [F:1][C:2]1([F:20])[CH2:5][C:4]([CH2:7][O:8][C:9]2[CH:14]=[CH:13][C:12]([N+:15]([O-])=O)=[CH:11][C:10]=2[O:18][CH3:19])([OH:6])[CH2:3]1. (4) Given the product [CH2:10]([O:9][C:2](=[O:8])[C:3](=[O:5])[CH:13]1[CH2:14][CH2:15][CH2:16][CH2:17][C:12]1=[O:18])[CH3:11], predict the reactants needed to synthesize it. The reactants are: [Na].[C:2]([O:9][CH2:10][CH3:11])(=[O:8])[C:3]([O:5]CC)=O.[C:12]1(=[O:18])[CH2:17][CH2:16][CH2:15][CH2:14][CH2:13]1. (5) Given the product [OH:6][C:7]1[CH:16]=[C:15]2[C:10]([CH2:11][CH2:12][CH2:13][C:14]2=[O:17])=[CH:9][CH:8]=1, predict the reactants needed to synthesize it. The reactants are: [Cl-].[Cl-].[Cl-].[Al+3].C[O:6][C:7]1[CH:16]=[C:15]2[C:10]([CH2:11][CH2:12][CH2:13][C:14]2=[O:17])=[CH:9][CH:8]=1. (6) Given the product [CH2:1]([N:8]1[CH2:13][CH2:12][CH:11]([C:14]2[CH:15]=[CH:16][C:17]([F:20])=[CH:18][CH:19]=2)[CH:10]([CH2:21][OH:22])[CH2:9]1)[C:2]1[CH:3]=[CH:4][CH:5]=[CH:6][CH:7]=1, predict the reactants needed to synthesize it. The reactants are: [CH2:1]([N:8]1[CH2:13][CH:12]=[C:11]([C:14]2[CH:19]=[CH:18][C:17]([F:20])=[CH:16][CH:15]=2)[CH:10]([CH2:21][OH:22])[CH2:9]1)[C:2]1[CH:7]=[CH:6][CH:5]=[CH:4][CH:3]=1.O. (7) Given the product [Cl:19][C:12]1[C:13]([F:18])=[CH:14][CH:15]=[C:16]([F:17])[C:11]=1[CH2:10][O:9][C:4]1[C:5]([NH2:8])=[N:6][CH:7]=[C:2]([C:28]2[CH:29]=[CH:30][C:31]([N:34]3[CH2:38][CH2:37][CH2:36][S:35]3(=[O:40])=[O:39])=[CH:32][CH:33]=2)[CH:3]=1, predict the reactants needed to synthesize it. The reactants are: Br[C:2]1[CH:3]=[C:4]([O:9][CH2:10][C:11]2[C:16]([F:17])=[CH:15][CH:14]=[C:13]([F:18])[C:12]=2[Cl:19])[C:5]([NH2:8])=[N:6][CH:7]=1.CC1(C)C(C)(C)OB([C:28]2[CH:33]=[CH:32][C:31]([N:34]3[CH2:38][CH2:37][CH2:36][S:35]3(=[O:40])=[O:39])=[CH:30][CH:29]=2)O1. (8) Given the product [ClH:28].[NH:1]1[C:9]2[C:4](=[CH:5][CH:6]=[CH:7][CH:8]=2)[C:3]([CH2:10][CH:11]=[CH:12][CH:13]2[CH2:18][CH2:17][C:16]([N:25]([CH3:27])[CH3:26])([C:19]3[CH:24]=[CH:23][CH:22]=[CH:21][CH:20]=3)[CH2:15][CH2:14]2)=[CH:2]1, predict the reactants needed to synthesize it. The reactants are: [NH:1]1[C:9]2[C:4](=[CH:5][CH:6]=[CH:7][CH:8]=2)[C:3]([CH2:10][CH:11]=[CH:12][CH:13]2[CH2:18][CH2:17][C:16]([N:25]([CH3:27])[CH3:26])([C:19]3[CH:24]=[CH:23][CH:22]=[CH:21][CH:20]=3)[CH2:15][CH2:14]2)=[CH:2]1.[Cl:28][Si](C)(C)C.C(OCC)C.Cl.